Dataset: NCI-60 drug combinations with 297,098 pairs across 59 cell lines. Task: Regression. Given two drug SMILES strings and cell line genomic features, predict the synergy score measuring deviation from expected non-interaction effect. (1) Drug 1: CCC(=C(C1=CC=CC=C1)C2=CC=C(C=C2)OCCN(C)C)C3=CC=CC=C3.C(C(=O)O)C(CC(=O)O)(C(=O)O)O. Drug 2: CC1=C(C=C(C=C1)NC(=O)C2=CC=C(C=C2)CN3CCN(CC3)C)NC4=NC=CC(=N4)C5=CN=CC=C5. Synergy scores: CSS=-8.76, Synergy_ZIP=-3.15, Synergy_Bliss=-15.8, Synergy_Loewe=-14.4, Synergy_HSA=-16.8. Cell line: HCT116. (2) Drug 1: CN1CCC(CC1)COC2=C(C=C3C(=C2)N=CN=C3NC4=C(C=C(C=C4)Br)F)OC. Drug 2: C1=NNC2=C1C(=O)NC=N2. Cell line: HOP-62. Synergy scores: CSS=9.80, Synergy_ZIP=-1.69, Synergy_Bliss=4.56, Synergy_Loewe=1.82, Synergy_HSA=4.12. (3) Drug 1: CCC1=CC2CC(C3=C(CN(C2)C1)C4=CC=CC=C4N3)(C5=C(C=C6C(=C5)C78CCN9C7C(C=CC9)(C(C(C8N6C)(C(=O)OC)O)OC(=O)C)CC)OC)C(=O)OC. Drug 2: CCC1=C2N=C(C=C(N2N=C1)NCC3=C[N+](=CC=C3)[O-])N4CCCCC4CCO. Cell line: T-47D. Synergy scores: CSS=47.0, Synergy_ZIP=3.81, Synergy_Bliss=1.90, Synergy_Loewe=4.11, Synergy_HSA=6.46. (4) Drug 1: CC12CCC3C(C1CCC2=O)CC(=C)C4=CC(=O)C=CC34C. Drug 2: CC1OCC2C(O1)C(C(C(O2)OC3C4COC(=O)C4C(C5=CC6=C(C=C35)OCO6)C7=CC(=C(C(=C7)OC)O)OC)O)O. Cell line: OVCAR-4. Synergy scores: CSS=58.3, Synergy_ZIP=2.61, Synergy_Bliss=1.38, Synergy_Loewe=1.87, Synergy_HSA=1.88. (5) Drug 1: C1CCC(C1)C(CC#N)N2C=C(C=N2)C3=C4C=CNC4=NC=N3. Drug 2: CCC1(C2=C(COC1=O)C(=O)N3CC4=CC5=C(C=CC(=C5CN(C)C)O)N=C4C3=C2)O.Cl. Cell line: OVCAR-8. Synergy scores: CSS=16.4, Synergy_ZIP=-8.88, Synergy_Bliss=0.802, Synergy_Loewe=-31.5, Synergy_HSA=-0.759. (6) Drug 1: CCC1(CC2CC(C3=C(CCN(C2)C1)C4=CC=CC=C4N3)(C5=C(C=C6C(=C5)C78CCN9C7C(C=CC9)(C(C(C8N6C=O)(C(=O)OC)O)OC(=O)C)CC)OC)C(=O)OC)O.OS(=O)(=O)O. Drug 2: CC1CCCC2(C(O2)CC(NC(=O)CC(C(C(=O)C(C1O)C)(C)C)O)C(=CC3=CSC(=N3)C)C)C. Cell line: HS 578T. Synergy scores: CSS=51.7, Synergy_ZIP=-0.228, Synergy_Bliss=-1.44, Synergy_Loewe=-10.2, Synergy_HSA=0.0432. (7) Drug 1: CC12CCC(CC1=CCC3C2CCC4(C3CC=C4C5=CN=CC=C5)C)O. Drug 2: CCN(CC)CCNC(=O)C1=C(NC(=C1C)C=C2C3=C(C=CC(=C3)F)NC2=O)C. Cell line: HCC-2998. Synergy scores: CSS=8.41, Synergy_ZIP=-0.362, Synergy_Bliss=3.06, Synergy_Loewe=0.160, Synergy_HSA=-0.676. (8) Drug 1: CC12CCC(CC1=CCC3C2CCC4(C3CC=C4C5=CN=CC=C5)C)O. Drug 2: C1C(C(OC1N2C=NC3=C(N=C(N=C32)Cl)N)CO)O. Cell line: COLO 205. Synergy scores: CSS=6.62, Synergy_ZIP=-3.04, Synergy_Bliss=-1.16, Synergy_Loewe=-28.6, Synergy_HSA=-4.79. (9) Drug 1: COC1=C(C=C2C(=C1)N=CN=C2NC3=CC(=C(C=C3)F)Cl)OCCCN4CCOCC4. Synergy scores: CSS=32.5, Synergy_ZIP=-0.849, Synergy_Bliss=0.188, Synergy_Loewe=-3.15, Synergy_HSA=3.27. Cell line: COLO 205. Drug 2: C1=CC(=CC=C1CCC2=CNC3=C2C(=O)NC(=N3)N)C(=O)NC(CCC(=O)O)C(=O)O. (10) Drug 1: CS(=O)(=O)C1=CC(=C(C=C1)C(=O)NC2=CC(=C(C=C2)Cl)C3=CC=CC=N3)Cl. Drug 2: CC12CCC3C(C1CCC2=O)CC(=C)C4=CC(=O)C=CC34C. Cell line: M14. Synergy scores: CSS=24.3, Synergy_ZIP=1.09, Synergy_Bliss=3.13, Synergy_Loewe=-24.1, Synergy_HSA=0.302.